From a dataset of Reaction yield outcomes from USPTO patents with 853,638 reactions. Predict the reaction yield, written as a fraction of the theoretical maximum amount of product (1.0 means a 100% yield; for example, 0.34 means a 34% yield). The reactants are [NH:1](C(OCC1C2C(=CC=CC=2)C2C1=CC=CC=2)=O)[CH2:2][CH2:3][C:4](O)=[O:5].C(Cl)(=O)C(Cl)=O.[CH:30]1([CH2:33][NH2:34])[CH2:32][CH2:31]1.C(N(CC)CC)C.Cl. The catalyst is ClCCl.CN(C)C=O. The product is [CH:30]1([CH2:33][NH:34][C:4](=[O:5])[CH2:3][CH2:2][NH2:1])[CH2:32][CH2:31]1. The yield is 0.570.